From a dataset of Reaction yield outcomes from USPTO patents with 853,638 reactions. Predict the reaction yield, written as a fraction of the theoretical maximum amount of product (1.0 means a 100% yield; for example, 0.34 means a 34% yield). (1) The reactants are [CH:1]([C:3]1[CH:4]=[C:5]([CH:10]=[CH:11][C:12]=1[OH:13])[C:6]([O:8][CH3:9])=[O:7])=[O:2].C1C=CC(N([S:21]([C:24]([F:27])([F:26])[F:25])(=[O:23])=[O:22])[S:21]([C:24]([F:27])([F:26])[F:25])(=[O:23])=[O:22])=CC=1. The catalyst is CN(C)C1C=CN=CC=1.C(Cl)Cl. The product is [CH:1]([C:3]1[CH:4]=[C:5]([CH:10]=[CH:11][C:12]=1[O:13][S:21]([C:24]([F:27])([F:26])[F:25])(=[O:23])=[O:22])[C:6]([O:8][CH3:9])=[O:7])=[O:2]. The yield is 0.990. (2) The reactants are [F:1][C:2]1[CH:7]=[CH:6][C:5]([I:8])=[CH:4][C:3]=1[N:9]1[CH:14]=[C:13]([O:15][CH3:16])[C:12](=[O:17])[C:11]([C:18](N(OC)C)=[O:19])=[N:10]1.[CH3:24][Mg+].[Br-]. The catalyst is C1COCC1. The product is [C:18]([C:11]1[C:12](=[O:17])[C:13]([O:15][CH3:16])=[CH:14][N:9]([C:3]2[CH:4]=[C:5]([I:8])[CH:6]=[CH:7][C:2]=2[F:1])[N:10]=1)(=[O:19])[CH3:24]. The yield is 0.920. (3) The product is [OH:47][CH2:46][C:27]1[C:28]([N:32]2[CH2:33][CH2:34][C:35]3[C:36]4[CH2:37][CH2:38][CH2:39][CH2:40][C:41]=4[S:42][C:43]=3[C:44]2=[O:45])=[N:29][CH:30]=[CH:31][C:26]=1[C:4]1[CH:5]=[C:6]([NH:9][C:10]2[CH:15]=[CH:14][C:13]([N:16]3[CH2:17][CH2:18][N:19]([CH:22]4[CH2:25][O:24][CH2:23]4)[CH2:20][CH2:21]3)=[CH:12][N:11]=2)[C:7](=[O:8])[N:2]([CH3:1])[CH:3]=1. The catalyst is CO. The reactants are [CH3:1][N:2]1[C:7](=[O:8])[C:6]([NH:9][C:10]2[CH:15]=[CH:14][C:13]([N:16]3[CH2:21][CH2:20][N:19]([CH:22]4[CH2:25][O:24][CH2:23]4)[CH2:18][CH2:17]3)=[CH:12][N:11]=2)=[CH:5][C:4]([C:26]2[CH:31]=[CH:30][N:29]=[C:28]([N:32]3[C:44](=[O:45])[C:43]4[S:42][C:41]5[CH2:40][CH2:39][CH2:38][CH2:37][C:36]=5[C:35]=4[CH2:34][CH2:33]3)[C:27]=2[CH:46]=[O:47])=[CH:3]1.[BH4-].[Na+]. The yield is 0.300. (4) The product is [Cl:1][C:2]1[CH:3]=[C:4]2[C:8](=[CH:9][CH:10]=1)[N:7]([C:11]1[N:15]([CH3:16])[N:14]=[C:13]([CH3:17])[C:12]=1[C@@H:18]1[CH2:20][C@H:19]1[C:21]([OH:23])=[O:22])[CH:6]=[CH:5]2. The yield is 0.430. The reactants are [Cl:1][C:2]1[CH:3]=[C:4]2[C:8](=[CH:9][CH:10]=1)[N:7]([C:11]1[N:15]([CH3:16])[N:14]=[C:13]([CH3:17])[C:12]=1[C@@H:18]1[CH2:20][C@H:19]1[C:21]([O:23]C(C)(C)C)=[O:22])[CH:6]=[CH:5]2. The catalyst is C(OCC)(=O)C.Cl.C(OCC)(=O)C. (5) The reactants are [C:1]([O:5][C:6](=[O:17])[NH:7][CH2:8][C:9]1[CH:14]=[CH:13][C:12]([NH2:15])=[C:11]([I:16])[CH:10]=1)([CH3:4])([CH3:3])[CH3:2].[C:18]([O:24][CH2:25][C:26]1[CH:31]=[CH:30][CH:29]=[CH:28][CH:27]=1)(=[O:23])[CH2:19][C:20]([CH3:22])=O. The catalyst is C1C=CC=CC=1.C1(C)C=CC(S(O)(=O)=O)=CC=1. The product is [CH2:25]([O:24][C:18](=[O:23])/[CH:19]=[C:20](/[NH:15][C:12]1[CH:13]=[CH:14][C:9]([CH2:8][NH:7][C:6]([O:5][C:1]([CH3:4])([CH3:2])[CH3:3])=[O:17])=[CH:10][C:11]=1[I:16])\[CH3:22])[C:26]1[CH:31]=[CH:30][CH:29]=[CH:28][CH:27]=1. The yield is 0.990.